Dataset: Full USPTO retrosynthesis dataset with 1.9M reactions from patents (1976-2016). Task: Predict the reactants needed to synthesize the given product. Given the product [Br:1][CH2:2][CH2:3][O:4][Si:10]([C:13]([CH3:16])([CH3:15])[CH3:14])([CH3:12])[CH3:11], predict the reactants needed to synthesize it. The reactants are: [Br:1][CH2:2][CH2:3][OH:4].N1C=CN=C1.[Si:10](Cl)([C:13]([CH3:16])([CH3:15])[CH3:14])([CH3:12])[CH3:11].O.